From a dataset of Cav3 T-type calcium channel HTS with 100,875 compounds. Binary Classification. Given a drug SMILES string, predict its activity (active/inactive) in a high-throughput screening assay against a specified biological target. (1) The molecule is O1N=C(CC1C(=O)Nc1noc(c1)C)c1ccc(OC)cc1. The result is 0 (inactive). (2) The compound is S(=O)(=O)(N1CC(Oc2c1cc(cc2)CC(OC)=O)C(OCC)=O)c1cc(ccc1)C(F)(F)F. The result is 0 (inactive).